This data is from Full USPTO retrosynthesis dataset with 1.9M reactions from patents (1976-2016). The task is: Predict the reactants needed to synthesize the given product. (1) Given the product [Br:14][C@@H:4]1[C@H:5]2[CH2:6][C@H:1]([C:7](=[O:9])[O:8]2)[CH2:2][CH2:3]1, predict the reactants needed to synthesize it. The reactants are: [C@@H:1]1([C:7]([OH:9])=[O:8])[CH2:6][CH2:5][CH:4]=[CH:3][CH2:2]1.C[Si]([Br:14])(C)C.C(N(CC)C(C)C)(C)C.C1C=C(NS(C2C=CC(N/N=C3/C=CC(C(C(O)=O)=C/3)=O)=CC=2)(=O)=O)N=CC=1. (2) Given the product [CH3:43][N:44]([CH2:1][C:3]1[CH:4]=[C:5]([C:9]2[CH:10]=[C:11]3[C:17]([NH:18][C:19]([C:21]4[CH:22]=[N:23][N:24]([CH2:26][C:27]5[CH:32]=[CH:31][CH:30]=[CH:29][CH:28]=5)[CH:25]=4)=[O:20])=[CH:16][N:15]([S:33]([C:36]4[CH:37]=[CH:38][C:39]([CH3:42])=[CH:40][CH:41]=4)(=[O:34])=[O:35])[C:12]3=[N:13][CH:14]=2)[CH:6]=[CH:7][CH:8]=1)[CH3:45], predict the reactants needed to synthesize it. The reactants are: [CH:1]([C:3]1[CH:4]=[C:5]([C:9]2[CH:10]=[C:11]3[C:17]([NH:18][C:19]([C:21]4[CH:22]=[N:23][N:24]([CH2:26][C:27]5[CH:32]=[CH:31][CH:30]=[CH:29][CH:28]=5)[CH:25]=4)=[O:20])=[CH:16][N:15]([S:33]([C:36]4[CH:41]=[CH:40][C:39]([CH3:42])=[CH:38][CH:37]=4)(=[O:35])=[O:34])[C:12]3=[N:13][CH:14]=2)[CH:6]=[CH:7][CH:8]=1)=O.[CH3:43][NH:44][CH3:45].C1COCC1.C(O[BH-](OC(=O)C)OC(=O)C)(=O)C.[Na+]. (3) Given the product [C:11]([N:15]1[C:20](=[O:21])[C:19]([O:5][CH2:4][CH2:3][CH:2]([CH3:6])[CH3:1])=[C:18]([Cl:23])[CH:17]=[N:16]1)([CH3:14])([CH3:12])[CH3:13], predict the reactants needed to synthesize it. The reactants are: [CH3:1][CH:2]([CH3:6])[CH2:3][CH2:4][OH:5].[H-].[Na+].[H][H].[C:11]([N:15]1[C:20](=[O:21])[C:19](Cl)=[C:18]([Cl:23])[CH:17]=[N:16]1)([CH3:14])([CH3:13])[CH3:12]. (4) Given the product [Br:11][C:6]1[CH:7]=[C:2]([F:1])[C:3]([S:9][CH3:10])=[C:4]([F:8])[CH:5]=1, predict the reactants needed to synthesize it. The reactants are: [F:1][C:2]1[CH:7]=[CH:6][CH:5]=[C:4]([F:8])[C:3]=1[S:9][CH3:10].[Br:11]Br.[Cl-].[Al+3].[Cl-].[Cl-].S([O-])([O-])(=O)=S.[Na+].[Na+].